This data is from Reaction yield outcomes from USPTO patents with 853,638 reactions. The task is: Predict the reaction yield, written as a fraction of the theoretical maximum amount of product (1.0 means a 100% yield; for example, 0.34 means a 34% yield). (1) The reactants are C([Sn](CCCC)(CCCC)[C:6]1[S:7][CH:8]=[CH:9][N:10]=1)CCC.Br[C:20]1[CH:26]=[CH:25][CH:24]=[CH:23][C:21]=1[NH2:22]. No catalyst specified. The product is [S:7]1[CH:8]=[CH:9][N:10]=[C:6]1[C:20]1[CH:26]=[CH:25][CH:24]=[CH:23][C:21]=1[NH2:22]. The yield is 0.250. (2) The reactants are [C:1]([C:3]([CH3:33])([CH3:32])[C:4]1[CH:5]=[C:6]([CH:29]=[CH:30][CH:31]=1)[C:7]([NH:9][C:10]1[CH:15]=[CH:14][C:13]([CH3:16])=[C:12]([NH:17][C:18]2[C:27]3[C:22](=[CH:23][C:24]([OH:28])=[CH:25][CH:26]=3)[N:21]=[CH:20][N:19]=2)[CH:11]=1)=[O:8])#[N:2].[C:34]([O:38][C:39](=[O:45])[NH:40][CH2:41][CH2:42][CH2:43]Br)([CH3:37])([CH3:36])[CH3:35].C([O-])([O-])=O.[K+].[K+]. The catalyst is CC(C)=O.O1CCOCC1.CN(C=O)C. The product is [C:1]([C:3]([C:4]1[CH:5]=[C:6]([CH:29]=[CH:30][CH:31]=1)[C:7]([NH:9][C:10]1[CH:15]=[CH:14][C:13]([CH3:16])=[C:12]([NH:17][C:18]2[C:27]3[C:22](=[CH:23][C:24]([O:28][CH2:43][CH2:42][CH2:41][NH:40][C:39](=[O:45])[O:38][C:34]([CH3:37])([CH3:36])[CH3:35])=[CH:25][CH:26]=3)[N:21]=[CH:20][N:19]=2)[CH:11]=1)=[O:8])([CH3:33])[CH3:32])#[N:2]. The yield is 0.660. (3) The reactants are [N:1]1[C:6]([C:7]([O:9]C)=[O:8])=[CH:5][CH:4]=[CH:3][C:2]=1[C:11]([O:13][CH3:14])=[O:12].[OH-].[K+]. The catalyst is CO. The product is [CH3:14][O:13][C:11]([C:2]1[N:1]=[C:6]([C:7]([OH:9])=[O:8])[CH:5]=[CH:4][CH:3]=1)=[O:12]. The yield is 0.604. (4) The catalyst is C(O)(C)C. The yield is 0.740. The reactants are S1C=CC=C1[C:6]1[S:10][C:9]([CH:11]=O)=[CH:8][CH:7]=1.[NH2:13][C:14]1[S:15][C:16]([NH2:29])=[C:17]([C:24]([O:26][CH2:27][CH3:28])=[O:25])[C:18]=1[C:19]([O:21][CH2:22][CH3:23])=[O:20].[C:30](O)([C:32](F)(F)F)=O. The product is [CH2:22]([O:21][C:19]([C:18]1[C:17]([C:24]([O:26][CH2:27][CH3:28])=[O:25])=[C:16]([N:29]=[CH:8][C:9]2[S:10][CH:6]=[CH:30][CH:32]=2)[S:15][C:14]=1[N:13]=[CH:11][C:9]1[S:10][CH:6]=[CH:7][CH:8]=1)=[O:20])[CH3:23]. (5) The reactants are C(=O)([O-])[O-].[K+].[K+].Cl[C:8]1[C:17]2[C:12](=[CH:13][CH:14]=[CH:15][CH:16]=2)[C:11]([Cl:18])=[N:10][N:9]=1.[C:19]([O:23][C:24](=[O:33])[N:25]([CH3:32])[CH:26]1[CH2:31][CH2:30][NH:29][CH2:28][CH2:27]1)([CH3:22])([CH3:21])[CH3:20].O. The catalyst is CN1CCCC1. The product is [Cl:18][C:11]1[C:12]2[C:17](=[CH:16][CH:15]=[CH:14][CH:13]=2)[C:8]([N:29]2[CH2:28][CH2:27][CH:26]([N:25]([CH3:32])[C:24](=[O:33])[O:23][C:19]([CH3:20])([CH3:21])[CH3:22])[CH2:31][CH2:30]2)=[N:9][N:10]=1. The yield is 0.370. (6) The reactants are [H-].[H-].[H-].[H-].[Li+].[Al+3].[NH:7]1[C:15]2[C:10](=[CH:11][CH:12]=[CH:13][CH:14]=2)[CH:9]=[C:8]1[C:16](O)=[O:17].CO. The catalyst is C1COCC1. The product is [NH:7]1[C:15]2[C:10](=[CH:11][CH:12]=[CH:13][CH:14]=2)[CH:9]=[C:8]1[CH2:16][OH:17]. The yield is 0.680. (7) The reactants are [Al+3].[Cl-].[Cl-].[Cl-].[Cl:5][C:6]1[S:10][C:9]2=[N:11][C:12]([Cl:14])=[CH:13][N:8]2[CH:7]=1.Cl[CH2:16][N:17]1[CH2:21][CH:20]([CH2:22][CH2:23][CH3:24])[CH2:19][C:18]1=[O:25].O. The catalyst is O1CCOCC1. The product is [Cl:5][C:6]1[S:10][C:9]2=[N:11][C:12]([Cl:14])=[C:13]([CH2:16][N:17]3[CH2:21][CH:20]([CH2:22][CH2:23][CH3:24])[CH2:19][C:18]3=[O:25])[N:8]2[CH:7]=1. The yield is 0.740.